From a dataset of NCI-60 drug combinations with 297,098 pairs across 59 cell lines. Regression. Given two drug SMILES strings and cell line genomic features, predict the synergy score measuring deviation from expected non-interaction effect. (1) Drug 1: CC12CCC(CC1=CCC3C2CCC4(C3CC=C4C5=CN=CC=C5)C)O. Drug 2: CCC1(C2=C(COC1=O)C(=O)N3CC4=CC5=C(C=CC(=C5CN(C)C)O)N=C4C3=C2)O.Cl. Cell line: OVCAR-8. Synergy scores: CSS=12.0, Synergy_ZIP=-10.2, Synergy_Bliss=-4.27, Synergy_Loewe=-18.7, Synergy_HSA=-3.95. (2) Drug 1: C1=CC(=C2C(=C1NCCNCCO)C(=O)C3=C(C=CC(=C3C2=O)O)O)NCCNCCO. Drug 2: CS(=O)(=O)OCCCCOS(=O)(=O)C. Cell line: HL-60(TB). Synergy scores: CSS=81.4, Synergy_ZIP=5.46, Synergy_Bliss=5.53, Synergy_Loewe=2.46, Synergy_HSA=7.53. (3) Drug 1: CC1C(C(CC(O1)OC2CC(CC3=C2C(=C4C(=C3O)C(=O)C5=C(C4=O)C(=CC=C5)OC)O)(C(=O)C)O)N)O.Cl. Drug 2: C1=CN(C(=O)N=C1N)C2C(C(C(O2)CO)O)O.Cl. Cell line: SF-295. Synergy scores: CSS=41.5, Synergy_ZIP=6.89, Synergy_Bliss=8.44, Synergy_Loewe=11.6, Synergy_HSA=11.6. (4) Drug 1: C1=CC(=CC=C1CCCC(=O)O)N(CCCl)CCCl. Drug 2: C1=CC=C(C(=C1)C(C2=CC=C(C=C2)Cl)C(Cl)Cl)Cl. Cell line: A498. Synergy scores: CSS=16.6, Synergy_ZIP=-6.80, Synergy_Bliss=-6.95, Synergy_Loewe=-8.06, Synergy_HSA=-5.71. (5) Drug 1: C1CCC(CC1)NC(=O)N(CCCl)N=O. Drug 2: CC(C)(C#N)C1=CC(=CC(=C1)CN2C=NC=N2)C(C)(C)C#N. Cell line: SNB-75. Synergy scores: CSS=16.6, Synergy_ZIP=-6.77, Synergy_Bliss=-2.56, Synergy_Loewe=-1.87, Synergy_HSA=-1.89. (6) Drug 1: CC1=C2C(C(=O)C3(C(CC4C(C3C(C(C2(C)C)(CC1OC(=O)C(C(C5=CC=CC=C5)NC(=O)OC(C)(C)C)O)O)OC(=O)C6=CC=CC=C6)(CO4)OC(=O)C)O)C)O. Drug 2: CC(C)NC(=O)C1=CC=C(C=C1)CNNC.Cl. Cell line: HT29. Synergy scores: CSS=63.5, Synergy_ZIP=4.87, Synergy_Bliss=-0.286, Synergy_Loewe=-60.6, Synergy_HSA=-0.00688. (7) Drug 1: C1=CC=C(C(=C1)C(C2=CC=C(C=C2)Cl)C(Cl)Cl)Cl. Drug 2: CC1=C(C=C(C=C1)C(=O)NC2=CC(=CC(=C2)C(F)(F)F)N3C=C(N=C3)C)NC4=NC=CC(=N4)C5=CN=CC=C5. Cell line: EKVX. Synergy scores: CSS=5.49, Synergy_ZIP=-2.54, Synergy_Bliss=1.28, Synergy_Loewe=1.28, Synergy_HSA=1.29. (8) Drug 1: C1CN1C2=NC(=NC(=N2)N3CC3)N4CC4. Drug 2: CN(CCCl)CCCl.Cl. Cell line: SN12C. Synergy scores: CSS=40.9, Synergy_ZIP=-9.70, Synergy_Bliss=-4.23, Synergy_Loewe=-6.60, Synergy_HSA=-0.373.